This data is from Full USPTO retrosynthesis dataset with 1.9M reactions from patents (1976-2016). The task is: Predict the reactants needed to synthesize the given product. (1) Given the product [CH2:9]([NH:11][C:6](=[O:8])[C@@H:2]([NH:1][C:23](=[O:24])[C:22]1[CH:26]=[CH:27][C:28]([C:30]#[C:31][C:32]2[CH:33]=[CH:34][CH:35]=[CH:36][CH:37]=2)=[CH:29][C:21]=1[OH:20])[C@H:3]([OH:4])[CH3:5])[CH3:10], predict the reactants needed to synthesize it. The reactants are: [NH2:1][C@H:2]([C:6]([OH:8])=O)[C@@H:3]([CH3:5])[OH:4].[CH2:9]([NH-:11])[CH3:10].Cl.C(N(CC)CC)C.[OH:20][C:21]1[CH:29]=[C:28]([C:30]#[C:31][C:32]2[CH:37]=[CH:36][CH:35]=[CH:34][CH:33]=2)[CH:27]=[CH:26][C:22]=1[C:23](O)=[O:24].C1C=CC2N(O)N=NC=2C=1.C1CCC(N=C=NC2CCCCC2)CC1. (2) Given the product [CH2:13]([O:12][C:10]1[CH:9]=[CH:8][N:7]=[C:6]([O:5][CH:3]2[CH2:4][N:1]([C:21]3[CH:26]=[CH:25][C:24]([C@@H:27]([NH:29][C:30](=[O:32])[CH3:31])[CH3:28])=[CH:23][CH:22]=3)[CH2:2]2)[CH:11]=1)[C:14]1[CH:15]=[CH:16][CH:17]=[CH:18][CH:19]=1, predict the reactants needed to synthesize it. The reactants are: [NH:1]1[CH2:4][CH:3]([O:5][C:6]2[CH:11]=[C:10]([O:12][CH2:13][C:14]3[CH:19]=[CH:18][CH:17]=[CH:16][CH:15]=3)[CH:9]=[CH:8][N:7]=2)[CH2:2]1.Br[C:21]1[CH:26]=[CH:25][C:24]([C@@H:27]([NH:29][C:30](=[O:32])[CH3:31])[CH3:28])=[CH:23][CH:22]=1. (3) The reactants are: C([O:4][C:5]1[C:14]2[C:9](=[CH:10][C:11]([O:15][CH3:16])=[CH:12][CH:13]=2)[CH:8]=[C:7]([CH3:17])[C:6]=1[C:18]1[CH:23]=[CH:22][CH:21]=[CH:20][CH:19]=1)(=O)C.C[O-].[Na+]. Given the product [CH3:16][O:15][C:11]1[CH:10]=[C:9]2[C:14](=[CH:13][CH:12]=1)[C:5]([OH:4])=[C:6]([C:18]1[CH:19]=[CH:20][CH:21]=[CH:22][CH:23]=1)[C:7]([CH3:17])=[CH:8]2, predict the reactants needed to synthesize it. (4) Given the product [C:46]1([S:43]([N:35]2[C:36]3[C:41](=[CH:40][CH:39]=[C:38]([F:42])[CH:37]=3)[C:33]([C:31]3[CH:30]=[CH:29][C:27]4[N:28]=[C:24]([CH2:23][N:1]([C:2]([O:4][C:5]([CH3:6])([CH3:7])[CH3:8])=[O:3])[C:9](=[O:10])[O:11][C:12]([CH3:15])([CH3:14])[CH3:13])[O:25][C:26]=4[CH:32]=3)=[CH:34]2)(=[O:45])=[O:44])[CH:47]=[CH:48][CH:49]=[CH:50][CH:51]=1, predict the reactants needed to synthesize it. The reactants are: [NH:1]([C:9]([O:11][C:12]([CH3:15])([CH3:14])[CH3:13])=[O:10])[C:2]([O:4][C:5]([CH3:8])([CH3:7])[CH3:6])=[O:3].C([O-])([O-])=O.[K+].[K+].Cl[CH2:23][C:24]1[O:25][C:26]2[CH:32]=[C:31]([C:33]3[C:41]4[C:36](=[CH:37][C:38]([F:42])=[CH:39][CH:40]=4)[N:35]([S:43]([C:46]4[CH:51]=[CH:50][CH:49]=[CH:48][CH:47]=4)(=[O:45])=[O:44])[CH:34]=3)[CH:30]=[CH:29][C:27]=2[N:28]=1.Cl. (5) Given the product [C:1]([O-:14])(=[O:13])[CH2:2][CH2:3][CH2:4][CH2:5][CH2:6][CH2:7][CH2:8][CH2:9][CH2:10][CH2:11][CH3:12].[NH4+:15], predict the reactants needed to synthesize it. The reactants are: [C:1]([OH:14])(=[O:13])[CH2:2][CH2:3][CH2:4][CH2:5][CH2:6][CH2:7][CH2:8][CH2:9][CH2:10][CH2:11][CH3:12].[NH3:15].